From a dataset of Reaction yield outcomes from USPTO patents with 853,638 reactions. Predict the reaction yield, written as a fraction of the theoretical maximum amount of product (1.0 means a 100% yield; for example, 0.34 means a 34% yield). The reactants are [Cl:1][C:2]1[CH:7]=[CH:6][CH:5]=[CH:4][C:3]=1[F:8].[Li]CCCC.CCCCCC.CON(C)[C:23]([C@@H:25]1[CH2:30][CH2:29][CH2:28][N:27]([C:31]([O:33][C:34]([CH3:37])([CH3:36])[CH3:35])=[O:32])[CH2:26]1)=[O:24]. The catalyst is C1COCC1. The product is [Cl:1][C:2]1[C:3]([F:8])=[C:4]([CH:5]=[CH:6][CH:7]=1)[C:23]([C@@H:25]1[CH2:30][CH2:29][CH2:28][N:27]([C:31]([O:33][C:34]([CH3:37])([CH3:36])[CH3:35])=[O:32])[CH2:26]1)=[O:24]. The yield is 0.700.